Dataset: Forward reaction prediction with 1.9M reactions from USPTO patents (1976-2016). Task: Predict the product of the given reaction. Given the reactants [NH:1]1[CH2:5][CH2:4][CH2:3][CH2:2]1.C(O[BH-](OC(=O)C)OC(=O)C)(=O)C.[Na+].[Br:20][C:21]1[CH:28]=[C:27]([F:29])[C:24]([CH:25]=O)=[C:23]([F:30])[CH:22]=1.O, predict the reaction product. The product is: [Br:20][C:21]1[CH:28]=[C:27]([F:29])[C:24]([CH2:25][N:1]2[CH2:5][CH2:4][CH2:3][CH2:2]2)=[C:23]([F:30])[CH:22]=1.